Dataset: Full USPTO retrosynthesis dataset with 1.9M reactions from patents (1976-2016). Task: Predict the reactants needed to synthesize the given product. (1) Given the product [Br:9][C:3]1[CH:4]=[C:5]([CH:7]=[O:8])[S:6][C:2]=1[CH3:1], predict the reactants needed to synthesize it. The reactants are: [CH3:1][C:2]1[S:6][C:5]([CH:7]=[O:8])=[CH:4][CH:3]=1.[Br:9]Br.C(=O)([O-])[O-].[Na+].[Na+]. (2) Given the product [CH2:18]([N:25]1[CH2:26][CH2:27][N:28]([C:31]([NH:33][C:2]2[CH:7]=[C:6]([O:8][C:9]3[CH:10]=[N:11][C:12]([N+:15]([O-:17])=[O:16])=[CH:13][CH:14]=3)[CH:5]=[CH:4][N:3]=2)=[O:32])[CH2:29][CH2:30]1)[C:19]1[CH:24]=[CH:23][CH:22]=[CH:21][CH:20]=1, predict the reactants needed to synthesize it. The reactants are: Cl[C:2]1[CH:7]=[C:6]([O:8][C:9]2[CH:10]=[N:11][C:12]([N+:15]([O-:17])=[O:16])=[CH:13][CH:14]=2)[CH:5]=[CH:4][N:3]=1.[CH2:18]([N:25]1[CH2:30][CH2:29][N:28]([C:31]([NH2:33])=[O:32])[CH2:27][CH2:26]1)[C:19]1[CH:24]=[CH:23][CH:22]=[CH:21][CH:20]=1.C(=O)([O-])[O-].[Cs+].[Cs+]. (3) Given the product [C:20]([O:19][C:18](=[O:24])[NH:17][CH2:16][CH2:15][CH2:14][O:1][C:2]1[CH:12]=[CH:11][CH:10]=[CH:9][C:3]=1[CH2:4][NH:5][C:6](=[O:8])[CH3:7])([CH3:23])([CH3:22])[CH3:21], predict the reactants needed to synthesize it. The reactants are: [OH:1][C:2]1[CH:12]=[CH:11][CH:10]=[CH:9][C:3]=1[CH2:4][NH:5][C:6](=[O:8])[CH3:7].Br[CH2:14][CH2:15][CH2:16][NH:17][C:18](=[O:24])[O:19][C:20]([CH3:23])([CH3:22])[CH3:21].C([O-])([O-])=O.[K+].[K+]. (4) Given the product [N:3]1([CH2:8][CH2:9][CH2:10][CH2:11][C:12]2[CH:13]=[CH:14][C:15]([O:18][CH2:20][C:21]3[N:22]=[C:23]([CH:26]=[CH:27][C:28]4[CH:29]=[CH:30][C:31]([S:34]([C:36]([F:39])([F:37])[F:38])=[O:35])=[CH:32][CH:33]=4)[O:24][CH:25]=3)=[CH:16][CH:17]=2)[CH:7]=[CH:6][N:5]=[CH:4]1, predict the reactants needed to synthesize it. The reactants are: [H-].[Na+].[N:3]1([CH2:8][CH2:9][CH2:10][CH2:11][C:12]2[CH:17]=[CH:16][C:15]([OH:18])=[CH:14][CH:13]=2)[CH:7]=[CH:6][N:5]=[CH:4]1.Cl[CH2:20][C:21]1[N:22]=[C:23]([CH:26]=[CH:27][C:28]2[CH:33]=[CH:32][C:31]([S:34]([C:36]([F:39])([F:38])[F:37])=[O:35])=[CH:30][CH:29]=2)[O:24][CH:25]=1.O. (5) Given the product [NH2:15][CH:14]1[C:13](=[O:30])[NH:12][C:11]2[CH:31]=[C:32]([F:35])[CH:33]=[CH:34][C:10]=2[O:9][CH:8]1[CH2:1][C:2]1[CH:3]=[CH:4][CH:5]=[CH:6][CH:7]=1, predict the reactants needed to synthesize it. The reactants are: [CH2:1]([CH:8]1[CH:14]([N:15](CC2C=CC=CC=2)CC2C=CC=CC=2)[C:13](=[O:30])[NH:12][C:11]2[CH:31]=[C:32]([F:35])[CH:33]=[CH:34][C:10]=2[O:9]1)[C:2]1[CH:7]=[CH:6][CH:5]=[CH:4][CH:3]=1.